This data is from Full USPTO retrosynthesis dataset with 1.9M reactions from patents (1976-2016). The task is: Predict the reactants needed to synthesize the given product. (1) Given the product [C:26]([O:30][C:31]([N:33]1[CH2:38][CH2:37][N:36]([C:39]2[CH:44]=[CH:43][CH:42]=[C:41]([F:45])[C:40]=2[C:11]2[CH:10]=[C:9]3[C:14]([N:15]4[C:6]([CH2:7][O:8]3)=[N:5][NH:4][C:3](=[O:25])[CH:2]4[CH3:1])=[CH:13][CH:12]=2)[CH2:35][CH2:34]1)=[O:32])([CH3:29])([CH3:27])[CH3:28], predict the reactants needed to synthesize it. The reactants are: [CH3:1][CH:2]1[N:15]2[C:6]([CH2:7][O:8][C:9]3[C:14]2=[CH:13][CH:12]=[C:11](B2OC(C)(C)C(C)(C)O2)[CH:10]=3)=[N:5][NH:4][C:3]1=[O:25].[C:26]([O:30][C:31]([N:33]1[CH2:38][CH2:37][N:36]([C:39]2[CH:44]=[CH:43][CH:42]=[C:41]([F:45])[C:40]=2Br)[CH2:35][CH2:34]1)=[O:32])([CH3:29])([CH3:28])[CH3:27].C(=O)([O-])[O-].[Na+].[Na+]. (2) Given the product [CH3:1][C:2]1[CH:7]=[C:6]([O:8][CH3:9])[C:5]([CH3:10])=[CH:4][C:3]=1[NH:11][C:12](=[O:39])[CH2:13][N:14]([CH2:21][C:22]1[CH:23]=[CH:24][C:25]([S:28][C:29]([CH3:37])([CH3:38])[C:30]([OH:32])=[O:31])=[CH:26][CH:27]=1)[CH2:15][C:16]1[O:17][CH:18]=[CH:19][CH:20]=1, predict the reactants needed to synthesize it. The reactants are: [CH3:1][C:2]1[CH:7]=[C:6]([O:8][CH3:9])[C:5]([CH3:10])=[CH:4][C:3]=1[NH:11][C:12](=[O:39])[CH2:13][N:14]([CH2:21][C:22]1[CH:27]=[CH:26][C:25]([S:28][C:29]([CH3:38])([CH3:37])[C:30]([O:32]C(C)(C)C)=[O:31])=[CH:24][CH:23]=1)[CH2:15][C:16]1[O:17][CH:18]=[CH:19][CH:20]=1.FC(F)(F)C(O)=O. (3) The reactants are: Cl.[Br:2][C:3]1[C:4]([C:9]2([CH2:21][NH2:22])[CH2:14][CH2:13][N:12]([S:15]([CH2:18][CH2:19][CH3:20])(=[O:17])=[O:16])[CH2:11][CH2:10]2)=[N:5][CH:6]=[CH:7][CH:8]=1.C(N(CC)C(C)C)(C)C.[Cl:32][C:33]1[CH:41]=[C:40]([Cl:42])[CH:39]=[CH:38][C:34]=1[C:35](Cl)=[O:36].C(=O)([O-])[O-].[Na+].[Na+]. Given the product [Br:2][C:3]1[C:4]([C:9]2([CH2:21][NH:22][C:35](=[O:36])[C:34]3[CH:38]=[CH:39][C:40]([Cl:42])=[CH:41][C:33]=3[Cl:32])[CH2:14][CH2:13][N:12]([S:15]([CH2:18][CH2:19][CH3:20])(=[O:16])=[O:17])[CH2:11][CH2:10]2)=[N:5][CH:6]=[CH:7][CH:8]=1, predict the reactants needed to synthesize it. (4) Given the product [CH2:1]([O:3][C:4]([N:6]1[CH2:11][CH2:10][CH:9]([NH:12][S:13]([C:16]2[C:25]3[C:20](=[C:21]([CH2:26][NH2:27])[CH:22]=[CH:23][CH:24]=3)[CH:19]=[CH:18][CH:17]=2)(=[O:14])=[O:15])[CH2:8][CH2:7]1)=[O:5])[CH3:2], predict the reactants needed to synthesize it. The reactants are: [CH2:1]([O:3][C:4]([N:6]1[CH2:11][CH2:10][CH:9]([NH:12][S:13]([C:16]2[C:25]3[C:20](=[C:21]([CH2:26][N:27]4C(=O)C5C(=CC=CC=5)C4=O)[CH:22]=[CH:23][CH:24]=3)[CH:19]=[CH:18][CH:17]=2)(=[O:15])=[O:14])[CH2:8][CH2:7]1)=[O:5])[CH3:2].NN. (5) Given the product [CH2:67]([O:104][C:26]1[CH:25]=[CH:24][C:23]([C:10]2[C:11]([C:13]3[CH:14]=[CH:15][C:16]([S:19]([CH3:22])(=[O:20])=[O:21])=[CH:17][CH:18]=3)=[C:44]3[N:39]([N:38]=[CH:41][CH:42]=[CH:43]3)[N:6]=2)=[CH:28][CH:27]=1)[CH3:81], predict the reactants needed to synthesize it. The reactants are: C(C1C2[N:6]([C:10]([C:23]3[CH:28]=[CH:27][C:26](F)=[CH:25][CH:24]=3)=[C:11]([C:13]3[CH:18]=[CH:17][C:16]([S:19]([CH3:22])(=[O:21])=[O:20])=[CH:15][CH:14]=3)N=2)C=CC=1)(=O)C.FC1C=C(C2C(C3C=CC(S(N)(=O)=O)=CC=3)=C3[CH:41]=[CH:42][C:43](C(F)(F)F)=[CH:44][N:39]3[N:38]=2)C=CC=1.C(NC1N=C(C2C=CC(S(C)(=O)=O)=CC=2)C=[C:67]([C:81](F)(F)F)N=1)C(C)C.CC1C=CC(C2N(C3C=CC(S(N)(=O)=[O:104])=CC=3)N=C(C(F)(F)F)C=2)=CC=1.CS(C1C=CC(C2COC(=O)C=2C2C=CC=CC=2)=CC=1)(=O)=O.CC1ON=C(C2C=CC=CC=2)C=1C1C=CC(S(N)(=O)=O)=CC=1.CCC(NS(C1C=CC(C2C(C3C=CC=CC=3)=NOC=2C)=CC=1)(=O)=O)=O.CC1C=CC(C2N=CC(Cl)=CC=2C2C=CC(S(C)(=O)=O)=CC=2)=CN=1.C1(C2N=C(C)OC=2C2C=CC(S(N)(=O)=O)=C(F)C=2)CCCCC1.CS(NC1C=CC([N+]([O-])=O)=CC=1OC1C=CC=CC=1)(=O)=O.CS(NC1C=C2CCC(=O)C2=CC=1OC1C=CC(F)=CC=1F)(=O)=O.CC1(C)OC(=O)C(OC(C)C)=C1C1C=CC(S(C)(=O)=O)=CC=1.CS(N)(=O)=O.CS(NC1C=C2C(=CC=1C1C=CC(SF)=CC=1SF)C(=O)CC2)(=O)=O. (6) Given the product [NH2:38][C:2]1[N:7]=[CH:6][C:5]([S:8]([N:11]2[CH2:16][CH2:15][N:14]([C:17]3[CH:22]=[CH:21][C:20]([C:23]([OH:32])([C:28]([F:31])([F:30])[F:29])[C:24]([F:27])([F:26])[F:25])=[CH:19][CH:18]=3)[CH:13]([C:33]#[C:34][CH3:35])[CH2:12]2)(=[O:10])=[O:9])=[CH:4][C:3]=1[F:36], predict the reactants needed to synthesize it. The reactants are: Cl[C:2]1[N:7]=[CH:6][C:5]([S:8]([N:11]2[CH2:16][CH2:15][N:14]([C:17]3[CH:22]=[CH:21][C:20]([C:23]([OH:32])([C:28]([F:31])([F:30])[F:29])[C:24]([F:27])([F:26])[F:25])=[CH:19][CH:18]=3)[CH:13]([C:33]#[C:34][CH3:35])[CH2:12]2)(=[O:10])=[O:9])=[CH:4][C:3]=1[F:36].[OH-].[NH4+:38].CCO. (7) Given the product [F:19][C:20]1[CH:21]=[C:22]([C@H:27]2[N:31]3[C:32](=[O:45])/[C:33](=[CH:8]/[C:7]4[CH:10]=[CH:11][C:12]([N:13]5[CH:17]=[C:16]([CH3:18])[N:15]=[CH:14]5)=[C:5]([O:4][CH3:3])[CH:6]=4)/[CH2:34][CH2:35][CH2:36][C@H:30]3[CH2:29][CH2:28]2)[CH:23]=[CH:24][C:25]=1[F:26], predict the reactants needed to synthesize it. The reactants are: [OH-].[Li+].[CH3:3][O:4][C:5]1[CH:6]=[C:7]([CH:10]=[CH:11][C:12]=1[N:13]1[CH:17]=[C:16]([CH3:18])[N:15]=[CH:14]1)[CH:8]=O.[F:19][C:20]1[CH:21]=[C:22]([C@H:27]2[N:31]3[C:32](=[O:45])[CH:33](P(=O)(OCC)OCC)[CH2:34][CH2:35][CH2:36][C@H:30]3[CH2:29][CH2:28]2)[CH:23]=[CH:24][C:25]=1[F:26].C(O)C.